From a dataset of Forward reaction prediction with 1.9M reactions from USPTO patents (1976-2016). Predict the product of the given reaction. (1) Given the reactants [Cl:1][C:2]1[C:3]([C:9]2[CH:14]=[CH:13][CH:12]=[C:11]([NH:15][CH2:16][C:17]3[CH:22]=[CH:21][CH:20]=[C:19]([F:23])[CH:18]=3)[N:10]=2)=[CH:4][C:5](F)=[N:6][CH:7]=1.BrC1N=C([NH:31][CH2:32][C:33]2[CH:38]=[CH:37][CH:36]=C(F)C=2)C=CC=1.ClC1C(B(O)O)=C[C:44](F)=[N:45][CH:46]=1.C(Cl)Cl.[C:54](=[O:57])([O-])[O-].[Na+].[Na+], predict the reaction product. The product is: [Cl:1][C:2]1[C:3]([C:9]2[CH:14]=[CH:13][CH:12]=[C:11]([NH:15][CH2:16][C:17]3[CH:22]=[CH:21][CH:20]=[C:19]([F:23])[CH:18]=3)[N:10]=2)=[CH:4][C:5]([NH:31][C@@H:32]2[CH2:33][CH2:38][C@H:37]([C:54]([N:45]([CH3:46])[CH3:44])=[O:57])[CH2:36]2)=[N:6][CH:7]=1. (2) Given the reactants Br[C:2]1[CH:10]=[CH:9][CH:8]=[C:7]2[C:3]=1[CH:4]=[N:5][NH:6]2.CC1(C)C(C)(C)OB([C:19]2[CH:20]=[C:21]3[C:26](=[CH:27][CH:28]=2)[CH:25]=[C:24]([NH:29][C:30]([C:32]2[CH:36]=[CH:35][S:34][CH:33]=2)=[O:31])[CH:23]=[CH:22]3)O1.C([O-])([O-])=O.[K+].[K+].O1CCOCC1, predict the reaction product. The product is: [NH:6]1[C:7]2[C:3](=[C:2]([C:19]3[CH:20]=[C:21]4[C:26](=[CH:27][CH:28]=3)[CH:25]=[C:24]([NH:29][C:30]([C:32]3[CH:36]=[CH:35][S:34][CH:33]=3)=[O:31])[CH:23]=[CH:22]4)[CH:10]=[CH:9][CH:8]=2)[CH:4]=[N:5]1. (3) Given the reactants [C:1]([O:5][C:6]([N:8]1[CH2:13][CH2:12][CH:11]([C:14](=O)[C:15]([F:18])([F:17])[F:16])[C:10](=O)[CH2:9]1)=[O:7])([CH3:4])([CH3:3])[CH3:2].O.[NH2:22][NH2:23], predict the reaction product. The product is: [C:1]([O:5][C:6]([N:8]1[CH2:13][CH2:12][C:11]2[C:14]([C:15]([F:18])([F:17])[F:16])=[N:22][NH:23][C:10]=2[CH2:9]1)=[O:7])([CH3:4])([CH3:3])[CH3:2]. (4) Given the reactants [F:1][C:2]1([F:12])[O:6][C:5]2[CH:7]=[CH:8][C:9]([NH2:11])=[CH:10][C:4]=2[O:3]1.[NH:13]1[C:17]2=[N:18][CH:19]=[N:20][C:21]([C:22]3[C:23]([NH:28][C:29]4[C:30]5[CH:31]=[CH:32][N:33]=[C:34](Cl)[C:35]=5[CH:36]=[CH:37][C:38]=4[CH3:39])=[N:24][CH:25]=[CH:26][CH:27]=3)=[C:16]2[CH:15]=[N:14]1.FC(F)(F)C(O)=O.CO, predict the reaction product. The product is: [NH:13]1[C:17]2=[N:18][CH:19]=[N:20][C:21]([C:22]3[C:23]([NH:28][C:29]4[C:30]5[CH:31]=[CH:32][N:33]=[C:34]([NH:11][C:9]6[CH:8]=[CH:7][C:5]7[O:6][C:2]([F:1])([F:12])[O:3][C:4]=7[CH:10]=6)[C:35]=5[CH:36]=[CH:37][C:38]=4[CH3:39])=[N:24][CH:25]=[CH:26][CH:27]=3)=[C:16]2[CH:15]=[N:14]1.